The task is: Predict the reaction yield, written as a fraction of the theoretical maximum amount of product (1.0 means a 100% yield; for example, 0.34 means a 34% yield).. This data is from Reaction yield outcomes from USPTO patents with 853,638 reactions. The reactants are [Cl:1][C:2]1[CH:7]=[CH:6][C:5]([N:8]([C:14]2[C:19]([C:20]([F:23])([F:22])[F:21])=[CH:18][C:17]([N+:24]([O-])=O)=[CH:16][C:15]=2[N+:27]([O-])=O)[C:9](=[O:13])[O:10][CH2:11][CH3:12])=[CH:4][CH:3]=1.C(=O)(O)[O-].[Na+]. The catalyst is CO.[Cl-].[Ti+3].[Cl-].[Cl-]. The product is [Cl:1][C:2]1[CH:7]=[CH:6][C:5]([N:8]([C:14]2[C:19]([C:20]([F:23])([F:21])[F:22])=[CH:18][C:17]([NH2:24])=[CH:16][C:15]=2[NH2:27])[C:9](=[O:13])[O:10][CH2:11][CH3:12])=[CH:4][CH:3]=1. The yield is 0.820.